From a dataset of Catalyst prediction with 721,799 reactions and 888 catalyst types from USPTO. Predict which catalyst facilitates the given reaction. Reactant: [CH2:1]([O:4][C:5]1[C:6](=[O:12])[CH:7]=[CH:8][C:9](=[O:11])[CH:10]=1)[CH:2]=[CH2:3].[CH3:13][C:14]1([CH3:22])[C:19]([CH:20]=[CH2:21])=[CH:18][CH2:17][CH2:16][CH2:15]1. Product: [CH2:1]([O:4][C:5]1[C:6](=[O:12])[C:7]2[C:8](=[CH:21][CH:20]=[C:19]3[C:18]=2[CH2:17][CH2:16][CH2:15][C:14]3([CH3:22])[CH3:13])[C:9](=[O:11])[CH:10]=1)[CH:2]=[CH2:3]. The catalyst class is: 5.